From a dataset of Forward reaction prediction with 1.9M reactions from USPTO patents (1976-2016). Predict the product of the given reaction. (1) The product is: [NH2:39][C:37]([C:36]1[CH:40]=[CH:41][CH:42]=[CH:43][C:35]=1[NH:34][C:7]([C:5]1[N:6]=[C:2]([Br:1])[S:3][CH:4]=1)=[O:9])=[O:38]. Given the reactants [Br:1][C:2]1[S:3][CH:4]=[C:5]([C:7]([OH:9])=O)[N:6]=1.CN(C(ON1N=NC2C=CC=NC1=2)=[N+](C)C)C.F[P-](F)(F)(F)(F)F.[NH2:34][C:35]1[CH:43]=[CH:42][CH:41]=[CH:40][C:36]=1[C:37]([NH2:39])=[O:38].C(N(CC)C(C)C)(C)C, predict the reaction product. (2) Given the reactants C(O)(=O)C.[Cl-:5].[Li+].[S:7](=[O:9])=[O:8].F[B-](F)(F)F.[N+](=[C:17]1[CH:25]=[CH:24][C:20]([C:21]([NH2:23])=[O:22])=[CH:19][CH:18]1[O:26][CH2:27][CH2:28][C:29]1[C:38]2[C:33](=[CH:34][CH:35]=[CH:36][CH:37]=2)[CH:32]=[CH:31][CH:30]=1)=[N-], predict the reaction product. The product is: [Cl:5][S:7]([C:17]1[CH:25]=[CH:24][C:20]([C:21]([NH2:23])=[O:22])=[CH:19][C:18]=1[O:26][CH2:27][CH2:28][C:29]1[C:38]2[C:33](=[CH:34][CH:35]=[CH:36][CH:37]=2)[CH:32]=[CH:31][CH:30]=1)(=[O:9])=[O:8]. (3) Given the reactants [F:1][C:2]1[C:3]([CH3:32])=[N:4][C:5]([NH:8][C:9]2[S:10][C:11]3[C:20](=[O:21])[CH2:19][CH2:18][C:17]4[C:13](=[CH:14][N:15](CC5C=CC(OC)=CC=5)[N:16]=4)[C:12]=3[N:31]=2)=[N:6][CH:7]=1, predict the reaction product. The product is: [F:1][C:2]1[C:3]([CH3:32])=[N:4][C:5]([NH:8][C:9]2[S:10][C:11]3[C:20](=[O:21])[CH2:19][CH2:18][C:17]4[C:13](=[CH:14][NH:15][N:16]=4)[C:12]=3[N:31]=2)=[N:6][CH:7]=1. (4) Given the reactants [CH2:1]([NH2:8])[C:2]1[CH:7]=[CH:6][CH:5]=[CH:4][CH:3]=1.[O:9]1[C:13]([C:14]2[CH:19]=[CH:18][C:17]([NH:20][C:21]3[N:22]=[C:23](OS(C(F)(F)F)(=O)=O)[C:24]4[CH2:30][CH2:29][N:28]([C:31]([O:33][C:34]([CH3:37])([CH3:36])[CH3:35])=[O:32])[CH2:27][C:25]=4[N:26]=3)=[CH:16][CH:15]=2)=[CH:12][N:11]=[CH:10]1, predict the reaction product. The product is: [CH2:1]([NH:8][C:23]1[C:24]2[CH2:30][CH2:29][N:28]([C:31]([O:33][C:34]([CH3:37])([CH3:36])[CH3:35])=[O:32])[CH2:27][C:25]=2[N:26]=[C:21]([NH:20][C:17]2[CH:16]=[CH:15][C:14]([C:13]3[O:9][CH:10]=[N:11][CH:12]=3)=[CH:19][CH:18]=2)[N:22]=1)[C:2]1[CH:7]=[CH:6][CH:5]=[CH:4][CH:3]=1. (5) Given the reactants [C:1]([O:5][C:6]([N:8]1[CH2:13][CH2:12][N:11]2[N:14]=[C:15]([C:17]([OH:19])=O)[CH:16]=[C:10]2[CH2:9]1)=[O:7])([CH3:4])([CH3:3])[CH3:2].CN(C(ON1N=NC2C=CC=NC1=2)=[N+](C)C)C.F[P-](F)(F)(F)(F)F.CCN(CC)CC.Cl.[CH:52]12[NH:60][CH:56]([CH2:57][CH2:58][CH2:59]1)[CH2:55][CH:54]([C:61]([O:63][CH2:64][CH3:65])=[O:62])[CH2:53]2, predict the reaction product. The product is: [CH2:64]([O:63][C:61]([CH:54]1[CH2:53][CH:52]2[N:60]([C:17]([C:15]3[CH:16]=[C:10]4[CH2:9][N:8]([C:6]([O:5][C:1]([CH3:2])([CH3:3])[CH3:4])=[O:7])[CH2:13][CH2:12][N:11]4[N:14]=3)=[O:19])[CH:56]([CH2:57][CH2:58][CH2:59]2)[CH2:55]1)=[O:62])[CH3:65]. (6) Given the reactants [NH2:1][CH:2]1[CH2:7][CH2:6][N:5]([C:8]([O:10][C:11]([CH3:14])([CH3:13])[CH3:12])=[O:9])[CH2:4][CH2:3]1.C(N(CC)CC)C.[Br:22][CH:23]([CH2:27][CH2:28][Br:29])[C:24](Cl)=[O:25].C([O-])(O)=O.[Na+], predict the reaction product. The product is: [Br:22][CH:23]([CH2:27][CH2:28][Br:29])[C:24]([NH:1][CH:2]1[CH2:3][CH2:4][N:5]([C:8]([O:10][C:11]([CH3:14])([CH3:13])[CH3:12])=[O:9])[CH2:6][CH2:7]1)=[O:25]. (7) Given the reactants C(OC([N:8]1[CH2:13][CH2:12][CH:11]([NH:14][C:15]2[C:24]3[C:19](=[CH:20][CH:21]=[CH:22][CH:23]=3)[CH:18]=[C:17]([Cl:25])[N:16]=2)[CH2:10][CH2:9]1)=O)(C)(C)C, predict the reaction product. The product is: [ClH:25].[ClH:25].[Cl:25][C:17]1[N:16]=[C:15]([NH:14][CH:11]2[CH2:12][CH2:13][NH:8][CH2:9][CH2:10]2)[C:24]2[C:19]([CH:18]=1)=[CH:20][CH:21]=[CH:22][CH:23]=2.